From a dataset of NCI-60 drug combinations with 297,098 pairs across 59 cell lines. Regression. Given two drug SMILES strings and cell line genomic features, predict the synergy score measuring deviation from expected non-interaction effect. Drug 1: CC1C(C(CC(O1)OC2CC(CC3=C2C(=C4C(=C3O)C(=O)C5=C(C4=O)C(=CC=C5)OC)O)(C(=O)C)O)N)O.Cl. Drug 2: COC1=C2C(=CC3=C1OC=C3)C=CC(=O)O2. Cell line: UO-31. Synergy scores: CSS=10.5, Synergy_ZIP=-2.11, Synergy_Bliss=2.50, Synergy_Loewe=-17.6, Synergy_HSA=1.02.